This data is from Reaction yield outcomes from USPTO patents with 853,638 reactions. The task is: Predict the reaction yield, written as a fraction of the theoretical maximum amount of product (1.0 means a 100% yield; for example, 0.34 means a 34% yield). (1) The reactants are [CH3:1][N:2]1[C:11]2[CH:10]=[CH:9][CH:8]=[C:7]3[CH:12]4[CH2:18][CH2:17][NH:16][CH2:15][CH2:14][CH:13]4[N:5]([C:6]=23)[CH2:4][CH2:3]1.Cl[CH2:20][CH2:21][CH2:22][C:23]([C:25]1[CH:30]=[CH:29][C:28]([F:31])=[CH:27][CH:26]=1)=[O:24].CCN(C(C)C)C(C)C. The catalyst is O1CCOCC1. The product is [CH3:1][N:2]1[C:11]2[CH:10]=[CH:9][CH:8]=[C:7]3[CH:12]4[CH2:18][CH2:17][N:16]([CH2:20][CH2:21][CH2:22][C:23]([C:25]5[CH:26]=[CH:27][C:28]([F:31])=[CH:29][CH:30]=5)=[O:24])[CH2:15][CH2:14][CH:13]4[N:5]([C:6]=23)[CH2:4][CH2:3]1. The yield is 0.310. (2) The reactants are Cl[CH2:2][CH2:3][N:4]1[CH2:9][CH2:8][CH2:7][CH2:6][CH2:5]1.[CH2:10]([O:12][C:13](=[O:25])[C:14]([C:16]1[C:24]2[C:19](=[CH:20][CH:21]=[CH:22][CH:23]=2)[NH:18][CH:17]=1)=[O:15])[CH3:11].C([O-])([O-])=O.[K+].[K+]. No catalyst specified. The product is [CH2:10]([O:12][C:13](=[O:25])[C:14]([C:16]1[C:24]2[C:19](=[CH:20][CH:21]=[CH:22][CH:23]=2)[N:18]([CH2:2][CH2:3][N:4]2[CH2:9][CH2:8][CH2:7][CH2:6][CH2:5]2)[CH:17]=1)=[O:15])[CH3:11]. The yield is 0.660. (3) The reactants are [OH-].[Na+].[C:3]([O:7][C:8]([NH:10][CH:11]([CH2:16][C:17]1[CH:22]=[CH:21][C:20]([O:23][CH3:24])=[CH:19][C:18]=1[OH:25])[C:12]([O:14]C)=[O:13])=[O:9])([CH3:6])([CH3:5])[CH3:4].Cl. The catalyst is O1CCCC1. The product is [C:3]([O:7][C:8]([NH:10][CH:11]([CH2:16][C:17]1[CH:22]=[CH:21][C:20]([O:23][CH3:24])=[CH:19][C:18]=1[OH:25])[C:12]([OH:14])=[O:13])=[O:9])([CH3:5])([CH3:6])[CH3:4]. The yield is 1.00.